This data is from Forward reaction prediction with 1.9M reactions from USPTO patents (1976-2016). The task is: Predict the product of the given reaction. (1) Given the reactants [CH3:1][O:2][C:3]1[CH:8]=[CH:7][C:6]([C:9]2[N:10]=[C:11]([C:24]([F:27])([F:26])[F:25])[O:12][C:13]=2[C:14]2[CH:23]=[CH:22][C:17]([O:18][CH2:19][CH2:20][NH2:21])=[CH:16][CH:15]=2)=[CH:5][CH:4]=1.[ClH:28], predict the reaction product. The product is: [ClH:28].[CH3:1][O:2][C:3]1[CH:4]=[CH:5][C:6]([C:9]2[N:10]=[C:11]([C:24]([F:27])([F:25])[F:26])[O:12][C:13]=2[C:14]2[CH:23]=[CH:22][C:17]([O:18][CH2:19][CH2:20][NH2:21])=[CH:16][CH:15]=2)=[CH:7][CH:8]=1. (2) Given the reactants [CH3:1][CH:2]([S:4]([NH:7][CH2:8][CH2:9][C:10]1[CH:15]=[CH:14][C:13]([N:16]([CH2:24][CH2:25][NH:26][S:27]([CH:30]([CH3:32])[CH3:31])(=[O:29])=[O:28])CC2C=CC=CC=2)=[CH:12][CH:11]=1)(=[O:6])=[O:5])[CH3:3].C([O-])=O.[NH4+], predict the reaction product. The product is: [CH3:3][CH:2]([S:4]([NH:7][CH2:8][CH2:9][C:10]1[CH:15]=[CH:14][C:13]([NH:16][CH2:24][CH2:25][NH:26][S:27]([CH:30]([CH3:32])[CH3:31])(=[O:28])=[O:29])=[CH:12][CH:11]=1)(=[O:6])=[O:5])[CH3:1]. (3) Given the reactants Cl[CH2:2][CH2:3][CH2:4][S:5]([O:8][CH2:9][C:10]([CH3:33])([CH3:32])[C@@H:11]([O:24][CH2:25][C:26]1[CH:31]=[CH:30][CH:29]=[CH:28][CH:27]=1)[C:12]([O:14][CH2:15][CH2:16][O:17][C:18]([O:20][CH:21]([CH3:23])[CH3:22])=[O:19])=[O:13])(=[O:7])=[O:6].[N-:34]=[N+:35]=[N-:36].[Na+], predict the reaction product. The product is: [N:34]([CH2:2][CH2:3][CH2:4][S:5]([O:8][CH2:9][C:10]([CH3:33])([CH3:32])[C@@H:11]([O:24][CH2:25][C:26]1[CH:31]=[CH:30][CH:29]=[CH:28][CH:27]=1)[C:12]([O:14][CH2:15][CH2:16][O:17][C:18]([O:20][CH:21]([CH3:23])[CH3:22])=[O:19])=[O:13])(=[O:7])=[O:6])=[N+:35]=[N-:36]. (4) The product is: [Br:1][C:2]1[CH:7]=[CH:6][C:5]([S:8]([NH:16][CH2:15][CH2:14][O:13][CH3:12])(=[O:10])=[O:9])=[CH:4][CH:3]=1. Given the reactants [Br:1][C:2]1[CH:7]=[CH:6][C:5]([S:8](Cl)(=[O:10])=[O:9])=[CH:4][CH:3]=1.[CH3:12][O:13][CH2:14][CH2:15][NH2:16].C(N(CC)CC)C, predict the reaction product. (5) Given the reactants [CH2:1]([C:4]([CH2:6][CH:7]=[CH2:8])=[O:5])[CH:2]=[CH2:3].Br[C:10]1[N:11]([CH2:28][CH3:29])[C:12]([C:21]2[CH:26]=[CH:25][C:24]([Cl:27])=[CH:23][CH:22]=2)=[C:13]([C:15]2[CH:20]=[CH:19][N:18]=[CH:17][CH:16]=2)[N:14]=1, predict the reaction product. The product is: [Cl:27][C:24]1[CH:25]=[CH:26][C:21]([C:12]2[N:11]([CH2:28][CH3:29])[C:10]([C:4]([OH:5])([CH2:6][CH:7]=[CH2:8])[CH2:1][CH:2]=[CH2:3])=[N:14][C:13]=2[C:15]2[CH:16]=[CH:17][N:18]=[CH:19][CH:20]=2)=[CH:22][CH:23]=1. (6) Given the reactants [O:1]=[C:2]1[C:11]2[C:6](=[CH:7][CH:8]=[CH:9][CH:10]=2)[CH2:5][CH2:4][N:3]1[CH2:12][CH2:13][C:14]([O:16]C)=[O:15].[OH-].[Li+].Cl.CCOC(C)=O, predict the reaction product. The product is: [O:1]=[C:2]1[C:11]2[C:6](=[CH:7][CH:8]=[CH:9][CH:10]=2)[CH2:5][CH2:4][N:3]1[CH2:12][CH2:13][C:14]([OH:16])=[O:15]. (7) Given the reactants [Br:1][C:2]1[CH:3]=[CH:4][C:5]([F:9])=[C:6]([CH:8]=1)[NH2:7].[Br:10][CH2:11][CH2:12][CH2:13][C:14](Cl)=[O:15], predict the reaction product. The product is: [Br:10][CH2:11][CH2:12][CH2:13][C:14]([NH:7][C:6]1[CH:8]=[C:2]([Br:1])[CH:3]=[CH:4][C:5]=1[F:9])=[O:15]. (8) Given the reactants [CH3:1][C:2]1([C:28]([OH:30])=O)[CH2:8][CH2:7][N:6]([C:9](=[O:23])[C:10]2[CH:15]=[CH:14][C:13]([N:16]3[CH:20]=[CH:19][C:18]([CH3:21])=[N:17]3)=[CH:12][C:11]=2[CH3:22])[C:5]2[CH:24]=[CH:25][CH:26]=[CH:27][C:4]=2[CH2:3]1.ON1C2C=CC=C[C:35]=2N=N1.Cl.C(N=C=NCCCN(C)C)C.Cl.C[NH:55][C:56](=[O:59])[CH2:57][NH2:58], predict the reaction product. The product is: [NH2:55][C:56](=[O:59])[CH2:57][N:58]([CH3:35])[C:28]([C:2]1([CH3:1])[CH2:8][CH2:7][N:6]([C:9](=[O:23])[C:10]2[CH:15]=[CH:14][C:13]([N:16]3[CH:20]=[CH:19][C:18]([CH3:21])=[N:17]3)=[CH:12][C:11]=2[CH3:22])[C:5]2[CH:24]=[CH:25][CH:26]=[CH:27][C:4]=2[CH2:3]1)=[O:30]. (9) Given the reactants [Cl:1][C:2]1[CH:7]=[CH:6][C:5]([C:8]2[C:9]3[C:22]([NH:23][CH3:24])=[N:21][CH:20]=[CH:19][C:10]=3[C:11]3[C:17]([CH3:18])=[N:16][O:15][C:12]=3[CH2:13][N:14]=2)=[CH:4][CH:3]=1.[CH3:25]NC, predict the reaction product. The product is: [Cl:1][C:2]1[CH:7]=[CH:6][C:5]([C:8]2[C:9]3[C:22]([N:23]([CH3:25])[CH3:24])=[N:21][CH:20]=[CH:19][C:10]=3[C:11]3[C:17]([CH3:18])=[N:16][O:15][C:12]=3[CH2:13][N:14]=2)=[CH:4][CH:3]=1.